The task is: Binary Classification. Given a miRNA mature sequence and a target amino acid sequence, predict their likelihood of interaction.. This data is from Experimentally validated miRNA-target interactions with 360,000+ pairs, plus equal number of negative samples. (1) The miRNA is hsa-miR-26a-5p with sequence UUCAAGUAAUCCAGGAUAGGCU. The protein sequence of the target gene is MRPWTGSWRWIMLILFAWGTLLFYIGGHLVRDNDHPDHSSRELSKILAKLERLKQQNEDLRRMAESLRIPEGPIDQGPAIGRVRVLEEQLVKAKEQIENYKKQTRNGLGKDHEILRRRIENGAKELWFFLQSELKKLKNLEGNELQRHADEFLLDLGHHERSIMTDLYYLSQTDGAGDWREKEAKDLTELVQRRITYLQNPKDCSKAKKLVCNINKGCGYGCQLHHVVYCFMIAYGTQRTLILESQNWRYATGGWETVFRPVSETCTDRSGISTGHWSGEVKDKNVQVVELPIVDSLHPR.... Result: 1 (interaction). (2) The miRNA is hsa-miR-106b-5p with sequence UAAAGUGCUGACAGUGCAGAU. The protein sequence of the target gene is MPRGQKSTLHAREKRQQTRGQTQDHQGAQITATNKKKVSFSSPLILGATIQKKSAGRSRSALKKPQRALSTTTSVDVSYKKSYKGANSKIEKKQSFSQGLSSTVQSRTDPLIMKTNMLVQFLMEMYKMKKPIMKADMLKIVQKSHKNCFPEILKKASFNMEVVFGVDLKKVDSTKDSYVLVSKMDLPNNGTVTRGRGFPKTGLLLNLLGVIFMKGNCATEEKIWEFLNKMRIYDGKKHFIFGEPRKLITQDLVKLKYLEYRQVPNSNPARYEFLWGPRAHAETSKMKVLEFWAKVNKTVP.... Result: 0 (no interaction). (3) The miRNA is mmu-miR-466m-5p with sequence UGUGUGCAUGUGCAUGUGUGUAU. The protein sequence of the target gene is MATALPRTLGELQLYRILQKANLLSYFDAFIQQGGDDVQQLCEAGEEEFLEIMALVGMASKPLHVRRLQKALRDWVTNPGLFNQPLTSLPVSSIPIYKLPEGSPTWLGISCNSYERSSSSREPHLKIPKCAATTCVQSLGQGKSEVGSLALQSVSDSRLWQGHHATESEHSLSPADLGSPASPKESSEALDAAAALSVAECVERMAPTLPKSDLSEVKELLKNNKKLAKMIGHIFEMSDEDPHKEEEIRKYSAIYGRFDSKRKDGKHLTLHELTVNEAAAQLCVKDNALLTRRDELFALA.... Result: 1 (interaction).